This data is from Reaction yield outcomes from USPTO patents with 853,638 reactions. The task is: Predict the reaction yield, written as a fraction of the theoretical maximum amount of product (1.0 means a 100% yield; for example, 0.34 means a 34% yield). (1) The yield is 0.900. The product is [CH2:16]([N:6]1[C:5]2[CH:12]=[CH:13][C:2]([Cl:1])=[CH:3][C:4]=2[C:9](=[O:10])[O:8][C:7]1=[O:11])[C:17]1[CH:22]=[CH:21][CH:20]=[CH:19][CH:18]=1. The reactants are [Cl:1][C:2]1[CH:13]=[CH:12][C:5]2[NH:6][C:7](=[O:11])[O:8][C:9](=[O:10])[C:4]=2[CH:3]=1.[H-].[Na+].[CH2:16](Br)[C:17]1[CH:22]=[CH:21][CH:20]=[CH:19][CH:18]=1. The catalyst is CN(C=O)C. (2) The reactants are [C:1]([O:5][C:6]([NH:8][CH:9]([CH3:13])[C:10]([OH:12])=O)=[O:7])([CH3:4])([CH3:3])[CH3:2].[CH2:14]([N:16]1[C:28]2[CH:27]=[CH:26][C:25]([CH2:29][NH2:30])=[CH:24][C:23]=2[C:22]2[C:17]1=[CH:18][CH:19]=[CH:20][CH:21]=2)[CH3:15].CN(C(ON1N=NC2C=CC=NC1=2)=[N+](C)C)C.F[P-](F)(F)(F)(F)F.O. The product is [CH2:14]([N:16]1[C:28]2[CH:27]=[CH:26][C:25]([CH2:29][NH:30][C:10](=[O:12])[CH:9]([NH:8][C:6](=[O:7])[O:5][C:1]([CH3:2])([CH3:3])[CH3:4])[CH3:13])=[CH:24][C:23]=2[C:22]2[C:17]1=[CH:18][CH:19]=[CH:20][CH:21]=2)[CH3:15]. The catalyst is CN(C=O)C. The yield is 0.780. (3) The reactants are [C:1]([O:5][C:6](=[O:19])[N:7]([C@H:9]1[CH2:14][CH2:13][C@H:12]([C:15]#[C:16][CH2:17][OH:18])[CH2:11][CH2:10]1)[CH3:8])([CH3:4])([CH3:3])[CH3:2].[CH3:20][S:21](Cl)(=[O:23])=[O:22].N1C=CC=CC=1.O. The catalyst is C(Cl)Cl.CN(C1C=CN=CC=1)C. The product is [C:1]([O:5][C:6]([N:7]([CH3:8])[C@H:9]1[CH2:10][CH2:11][C@H:12]([C:15]#[C:16][CH2:17][O:18][S:21]([CH3:20])(=[O:23])=[O:22])[CH2:13][CH2:14]1)=[O:19])([CH3:3])([CH3:2])[CH3:4]. The yield is 0.650. (4) The catalyst is C1(C)C=CC=CC=1. The product is [F:1][C:2]1[CH:9]=[CH:8][C:5]([C:6]#[N:7])=[C:4]([OH:10])[CH:3]=1. The yield is 0.950. The reactants are [F:1][C:2]1[CH:9]=[CH:8][C:5]([C:6]#[N:7])=[C:4]([O:10]C)[CH:3]=1.[Al+3].[Cl-].[Cl-].[Cl-]. (5) The product is [CH3:1][C:2]1[C:7]([NH:8][C:26]([CH:23]2[CH2:24][CH2:25][O:20][CH2:21][CH2:22]2)=[O:27])=[CH:6][CH:5]=[C:4]([N:9]2[CH2:13][CH2:12][C@H:11]([N:14]3[CH2:18][CH2:17][CH2:16][C@@H:15]3[CH3:19])[CH2:10]2)[N:3]=1. The reactants are [CH3:1][C:2]1[C:7]([NH2:8])=[CH:6][CH:5]=[C:4]([N:9]2[CH2:13][CH2:12][C@H:11]([N:14]3[CH2:18][CH2:17][CH2:16][C@@H:15]3[CH3:19])[CH2:10]2)[N:3]=1.[O:20]1[CH2:25][CH2:24][CH:23]([C:26](O)=[O:27])[CH2:22][CH2:21]1.CN1CCOCC1.ON1C2C=CC=CC=2N=N1.CCN=C=NCCCN(C)C.Cl.Cl. The yield is 0.730. The catalyst is C(Cl)Cl.CN(C=O)C. (6) The reactants are Cl[C:2]1[CH:7]=[C:6](Cl)[N:5]=[CH:4][N:3]=1.[C:9]1(B(O)O)[CH:14]=[CH:13][CH:12]=[CH:11][CH:10]=1.C(=O)([O-])[O-].[Na+].[Na+]. The catalyst is C1C=CC(P(C2C=CC=CC=2)C2C=CC=CC=2)=CC=1.C1C=CC(P(C2C=CC=CC=2)C2C=CC=CC=2)=CC=1.Cl[Pd]Cl.O.C(#N)C. The product is [C:9]1([C:2]2[CH:7]=[C:6]([C:9]3[CH:14]=[CH:13][CH:12]=[CH:11][CH:10]=3)[N:5]=[CH:4][N:3]=2)[CH:14]=[CH:13][CH:12]=[CH:11][CH:10]=1. The yield is 0.380. (7) The reactants are [CH2:1]([O:5][C:6]1[CH:11]=[CH:10][C:9]([S:12]([NH:15][C@H:16]([C:20]([OH:22])=O)[CH:17]([CH3:19])[CH3:18])(=[O:14])=[O:13])=[CH:8][CH:7]=1)[CH:2]=[C:3]=[CH2:4].[OH:23][N:24]1C2C=CC=CC=2N=N1.Cl.CN(C)CCCN=C=NCC.CN1CCOCC1.NO. The catalyst is CN(C)C=O. The product is [CH2:1]([O:5][C:6]1[CH:11]=[CH:10][C:9]([S:12]([NH:15][CH:16]([CH:17]([CH3:19])[CH3:18])[C:20]([NH:24][OH:23])=[O:22])(=[O:14])=[O:13])=[CH:8][CH:7]=1)[CH:2]=[C:3]=[CH2:4]. The yield is 0.450.